Dataset: hERG potassium channel inhibition data for cardiac toxicity prediction from Karim et al.. Task: Regression/Classification. Given a drug SMILES string, predict its toxicity properties. Task type varies by dataset: regression for continuous values (e.g., LD50, hERG inhibition percentage) or binary classification for toxic/non-toxic outcomes (e.g., AMES mutagenicity, cardiotoxicity, hepatotoxicity). Dataset: herg_karim. The compound is CN1[C@H]2CC(OC(=O)[C@@H](CO)c3ccccc3)C[C@@H]1[C@@H]1O[C@@H]12. The result is 0 (non-blocker).